Dataset: Reaction yield outcomes from USPTO patents with 853,638 reactions. Task: Predict the reaction yield, written as a fraction of the theoretical maximum amount of product (1.0 means a 100% yield; for example, 0.34 means a 34% yield). (1) The reactants are [F:1][C:2]1[CH:7]=[C:6](I)[CH:5]=[CH:4][C:3]=1[N:9]1[CH:14]=[C:13]([O:15][CH3:16])[C:12](=[O:17])[C:11]([C:18]2[N:22]([C:23]3[CH:28]=[CH:27][CH:26]=[CH:25][CH:24]=3)[N:21]=[CH:20][CH:19]=2)=[N:10]1.[NH:29]1[CH:33]=[CH:32][N:31]=[CH:30]1.N[C@@H]1CCCC[C@H]1N.C([O-])([O-])=O.[Cs+].[Cs+]. The catalyst is O1CCOCC1.[Cu]I.O. The product is [F:1][C:2]1[CH:7]=[C:6]([N:29]2[CH:33]=[CH:32][N:31]=[CH:30]2)[CH:5]=[CH:4][C:3]=1[N:9]1[CH:14]=[C:13]([O:15][CH3:16])[C:12](=[O:17])[C:11]([C:18]2[N:22]([C:23]3[CH:28]=[CH:27][CH:26]=[CH:25][CH:24]=3)[N:21]=[CH:20][CH:19]=2)=[N:10]1. The yield is 0.0800. (2) The reactants are [NH2:1][C@@H:2]([CH3:18])[CH2:3][N:4]1[CH:8]=[CH:7][C:6]([C:9]2[CH:16]=[CH:15][C:12]([C:13]#[N:14])=[C:11]([Cl:17])[CH:10]=2)=[N:5]1.[C:19]([O:23][C:24]([N:26]1[CH2:31][CH2:30][CH:29]([C:32]2[S:33][CH:34]=[C:35]([C:37](O)=[O:38])[N:36]=2)[CH2:28][CH2:27]1)=[O:25])([CH3:22])([CH3:21])[CH3:20]. No catalyst specified. The product is [Cl:17][C:11]1[CH:10]=[C:9]([C:6]2[CH:7]=[CH:8][N:4]([CH2:3][C@@H:2]([NH:1][C:37]([C:35]3[N:36]=[C:32]([CH:29]4[CH2:28][CH2:27][N:26]([C:24]([O:23][C:19]([CH3:22])([CH3:21])[CH3:20])=[O:25])[CH2:31][CH2:30]4)[S:33][CH:34]=3)=[O:38])[CH3:18])[N:5]=2)[CH:16]=[CH:15][C:12]=1[C:13]#[N:14]. The yield is 0.339. (3) The reactants are [CH2:1]([O:4][CH2:5][C:6]1[CH:19]=[CH:18][C:9]([C:10]([C:12]2[CH:17]=[CH:16][CH:15]=[CH:14][CH:13]=2)=O)=[CH:8][CH:7]=1)[CH:2]=[CH2:3].O.[NH2:21][NH2:22]. The catalyst is CO. The product is [CH2:1]([O:4][CH2:5][C:6]1[CH:19]=[CH:18][C:9]([C:10](=[N:21][NH2:22])[C:12]2[CH:17]=[CH:16][CH:15]=[CH:14][CH:13]=2)=[CH:8][CH:7]=1)[CH:2]=[CH2:3]. The yield is 0.980. (4) The reactants are [CH2:1]([O:3][C:4](=[O:13])[C:5]#[C:6][C:7]1[CH:12]=[CH:11][CH:10]=[CH:9][N:8]=1)[CH3:2].[N:14]([CH2:17][Si:18]([CH3:21])([CH3:20])[CH3:19])=[N+:15]=[N-:16]. The catalyst is C1C=CC=CC=1. The product is [CH2:1]([O:3][C:4]([C:5]1[N:14]([CH2:17][Si:18]([CH3:21])([CH3:20])[CH3:19])[N:15]=[N:16][C:6]=1[C:7]1[CH:12]=[CH:11][CH:10]=[CH:9][N:8]=1)=[O:13])[CH3:2]. The yield is 0.230. (5) The reactants are C([O:4][C:5]1[CH:10]=[CH:9][C:8]([C:11](=[O:30])[NH:12][C:13]2[S:17][C:16]([NH:18][C:19]3[CH:24]=[CH:23][C:22]([O:25][CH3:26])=[CH:21][CH:20]=3)=[N:15][C:14]=2[C:27](=[O:29])[NH2:28])=[CH:7][CH:6]=1)(=O)C.C([O-])([O-])=O.[K+].[K+].Cl. The catalyst is CO.O. The product is [OH:4][C:5]1[CH:6]=[CH:7][C:8]([C:11]([NH:12][C:13]2[S:17][C:16]([NH:18][C:19]3[CH:24]=[CH:23][C:22]([O:25][CH3:26])=[CH:21][CH:20]=3)=[N:15][C:14]=2[C:27]([NH2:28])=[O:29])=[O:30])=[CH:9][CH:10]=1. The yield is 0.790. (6) The reactants are [Br:1][C:2]1[CH:3]=[C:4]2[C:8](=[CH:9][CH:10]=1)[NH:7][C:6](=[O:11])[C:5]2=[CH:12][C:13]1[NH:17][C:16]([CH:18]([CH3:20])[CH3:19])=[C:15]([C:21](O)=[O:22])[C:14]=1[C:24]1[CH:29]=[CH:28][CH:27]=[CH:26][CH:25]=1.[N:30]1([CH2:35][CH2:36][CH2:37][NH2:38])[CH2:34][CH2:33][CH2:32][CH2:31]1. No catalyst specified. The product is [N:30]1([CH2:35][CH2:36][CH2:37][NH:38][C:21]([C:15]2[C:14]([C:24]3[CH:29]=[CH:28][CH:27]=[CH:26][CH:25]=3)=[C:13]([CH:12]=[C:5]3[C:4]4[C:8](=[CH:9][CH:10]=[C:2]([Br:1])[CH:3]=4)[NH:7][C:6]3=[O:11])[NH:17][C:16]=2[CH:18]([CH3:20])[CH3:19])=[O:22])[CH2:34][CH2:33][CH2:32][CH2:31]1. The yield is 0.660.